Task: Predict the product of the given reaction.. Dataset: Forward reaction prediction with 1.9M reactions from USPTO patents (1976-2016) (1) Given the reactants [Cl:1][C:2]1[CH:7]=[CH:6][C:5]([CH:8]([C:20]2[CH:31]=[CH:30][C:23]([C:24]([NH:26][CH2:27][CH2:28][OH:29])=[O:25])=[CH:22][CH:21]=2)[CH2:9][C:10]([C:12]2[CH:17]=[CH:16][C:15](=[O:18])[N:14]([CH3:19])[CH:13]=2)=O)=[C:4]([CH3:32])[CH:3]=1.Cl.[NH2:34][OH:35].C(=O)([O-])O.[Na+], predict the reaction product. The product is: [Cl:1][C:2]1[CH:7]=[CH:6][C:5]([CH:8]([C:20]2[CH:31]=[CH:30][C:23]([C:24]([NH:26][CH2:27][CH2:28][OH:29])=[O:25])=[CH:22][CH:21]=2)[CH2:9]/[C:10](=[N:34]\[OH:35])/[C:12]2[CH:17]=[CH:16][C:15](=[O:18])[N:14]([CH3:19])[CH:13]=2)=[C:4]([CH3:32])[CH:3]=1. (2) Given the reactants [F:1][C:2]1[CH:3]=[C:4]2[C:8](=[CH:9][CH:10]=1)[NH:7][C:6](=[O:11])[C:5]2=[O:12].C(O)(=O)CC(O)=O.C([K])C.[C:23]([O:26][CH2:27][CH3:28])(=[O:25])[CH3:24].CCCCCC, predict the reaction product. The product is: [CH2:27]([O:26][C:23](=[O:25])[CH2:24][C:5]1([OH:12])[C:4]2[C:8](=[CH:9][CH:10]=[C:2]([F:1])[CH:3]=2)[NH:7][C:6]1=[O:11])[CH3:28]. (3) Given the reactants [Br:1][C:2]1[N:3]=[C:4]([CH2:7]O)[S:5][CH:6]=1.FC(F)(F)S(Cl)(=O)=O.CCN(CC)CC.[N-:24]=[N+:25]=[N-:26].[Na+], predict the reaction product. The product is: [N:24]([CH2:7][C:4]1[S:5][CH:6]=[C:2]([Br:1])[N:3]=1)=[N+:25]=[N-:26].